Dataset: Full USPTO retrosynthesis dataset with 1.9M reactions from patents (1976-2016). Task: Predict the reactants needed to synthesize the given product. (1) Given the product [NH2:18][C:39]1[CH:38]=[CH:37][C:36]([S:41]([NH:14][CH2:13][CH2:1][CH2:2][C:3]([P:5](=[O:8])([O-:7])[O-:6])([P:9](=[O:11])([O-:12])[O-:10])[OH:4])(=[O:43])=[O:42])=[CH:35][CH:40]=1.[Na+:16].[Na+:16].[Na+:16].[Na+:16], predict the reactants needed to synthesize it. The reactants are: [CH2:1]([CH2:13][NH2:14])[CH2:2][C:3]([P:9]([OH:12])([OH:11])=[O:10])([P:5]([OH:8])([OH:7])=[O:6])[OH:4].[OH-].[Na+:16].[Na].[NH2:18]CCCC(P(=O)([O-])[O-])(P(=O)([O-])[O-])O.[N+]([C:35]1[CH:40]=[CH:39][CH:38]=[CH:37][C:36]=1[S:41](Cl)(=[O:43])=[O:42])([O-])=O. (2) The reactants are: [CH3:1][Si:2]([CH3:11])([CH3:10])[O:3][C:4]1[CH:9]=CC[CH2:6][CH:5]=1.[C:12]([O:17][CH3:18])(=[O:16])[C:13]#[C:14][CH3:15]. Given the product [CH3:15][C:14]1[CH:9]=[C:4]([O:3][Si:2]([CH3:11])([CH3:10])[CH3:1])[CH:5]=[CH:6][C:13]=1[C:12]([O:17][CH3:18])=[O:16], predict the reactants needed to synthesize it. (3) Given the product [F:1][CH2:2][CH2:3][N:4]1[CH2:8][CH2:7][C@H:6]([N:9]([CH3:19])[C:10]2[CH:15]=[CH:14][C:13]([NH2:16])=[CH:12][CH:11]=2)[CH2:5]1, predict the reactants needed to synthesize it. The reactants are: [F:1][CH2:2][CH2:3][N:4]1[CH2:8][CH2:7][C@H:6]([N:9]([CH3:19])[C:10]2[CH:15]=[CH:14][C:13]([N+:16]([O-])=O)=[CH:12][CH:11]=2)[CH2:5]1.[H][H]. (4) Given the product [CH2:36]([NH:35][C:33]([N:32]1[CH:30]([CH3:31])[CH2:29][C:28](=[O:43])[N:27]2[CH:14]([CH2:15][C:16]3[CH:17]=[CH:18][C:19]([OH:22])=[CH:20][CH:21]=3)[C:12](=[O:13])[N:11]([CH2:10][C:9]3[C:4]4[N:3]=[CH:2][S:1][C:5]=4[CH:6]=[CH:7][CH:8]=3)[CH2:44][CH:45]12)=[O:34])[C:37]1[CH:42]=[CH:41][CH:40]=[CH:39][CH:38]=1, predict the reactants needed to synthesize it. The reactants are: [S:1]1[C:5]2[CH:6]=[CH:7][CH:8]=[C:9]([CH2:10][N:11]([CH2:44][CH:45](OCC)OCC)[C:12]([CH:14]([NH:27][C:28](=[O:43])[CH2:29][CH:30]([NH:32][C:33]([NH:35][CH2:36][C:37]3[CH:42]=[CH:41][CH:40]=[CH:39][CH:38]=3)=[O:34])[CH3:31])[CH2:15][C:16]3[CH:21]=[CH:20][C:19]([O:22]C(C)(C)C)=[CH:18][CH:17]=3)=[O:13])[C:4]=2[N:3]=[CH:2]1. (5) Given the product [ClH:1].[CH3:16][N:17]1[CH2:22][CH2:21][CH:20]([CH2:23][N:24]2[CH2:29][CH2:28][N:27]([C:2]3[N:3]=[N:4][C:5]([C:8]4[CH:13]=[CH:12][C:11]([C:14]#[N:15])=[CH:10][CH:9]=4)=[CH:6][CH:7]=3)[CH2:26][CH2:25]2)[CH2:19][CH2:18]1, predict the reactants needed to synthesize it. The reactants are: [Cl:1][C:2]1[N:3]=[N:4][C:5]([C:8]2[CH:13]=[CH:12][C:11]([C:14]#[N:15])=[CH:10][CH:9]=2)=[CH:6][CH:7]=1.[CH3:16][N:17]1[CH2:22][CH2:21][CH:20]([CH2:23][N:24]2[CH2:29][CH2:28][NH:27][CH2:26][CH2:25]2)[CH2:19][CH2:18]1.